Dataset: Full USPTO retrosynthesis dataset with 1.9M reactions from patents (1976-2016). Task: Predict the reactants needed to synthesize the given product. (1) The reactants are: [Cl:1][C:2]1[CH:10]=[C:9]2[C:5]([CH:6]=[C:7]([C:13](=[O:30])[NH:14][CH:15]([C:20]3[CH:25]=[CH:24][CH:23]=[C:22]([C:26]([F:29])([F:28])[F:27])[CH:21]=3)[C:16]([F:19])([F:18])[F:17])[N:8]2[CH2:11][CH3:12])=[CH:4][C:3]=1[C:31]([O:33]CC)=[O:32].B(Br)(Br)Br.O. Given the product [Cl:1][C:2]1[CH:10]=[C:9]2[C:5]([CH:6]=[C:7]([C:13](=[O:30])[NH:14][CH:15]([C:20]3[CH:25]=[CH:24][CH:23]=[C:22]([C:26]([F:29])([F:28])[F:27])[CH:21]=3)[C:16]([F:17])([F:18])[F:19])[N:8]2[CH2:11][CH3:12])=[CH:4][C:3]=1[C:31]([OH:33])=[O:32], predict the reactants needed to synthesize it. (2) Given the product [F:23][C:15]1[CH:16]=[C:17]([C:18](=[O:20])[NH:27][CH:25]([CH3:26])[CH3:24])[CH:21]=[CH:22][C:14]=1[N:11]1[CH2:12][CH2:13][N:8]([C:6]([O:5][C:1]([CH3:4])([CH3:3])[CH3:2])=[O:7])[CH2:9][CH2:10]1, predict the reactants needed to synthesize it. The reactants are: [C:1]([O:5][C:6]([N:8]1[CH2:13][CH2:12][N:11]([C:14]2[CH:22]=[CH:21][C:17]([C:18]([OH:20])=O)=[CH:16][C:15]=2[F:23])[CH2:10][CH2:9]1)=[O:7])([CH3:4])([CH3:3])[CH3:2].[CH3:24][CH:25]([NH2:27])[CH3:26].Cl.C(N=C=NCCCN(C)C)C.O.N1(O)C2C=CC=CC=2N=N1.CN1CCOCC1. (3) Given the product [C:1]([C:3]1[CH:4]=[C:5]([S:10]([N:13]([CH2:30][O:31][CH3:32])[C:14]2[N:15]=[N:16][CH:17]=[CH:18][CH:19]=2)(=[O:11])=[O:12])[CH:6]=[CH:7][C:8]=1[F:9])#[N:2], predict the reactants needed to synthesize it. The reactants are: [C:1]([C:3]1[CH:4]=[C:5]([S:10]([NH:13][C:14]2[N:15]=[N:16][CH:17]=[CH:18][CH:19]=2)(=[O:12])=[O:11])[CH:6]=[CH:7][C:8]=1[F:9])#[N:2].CCN(C(C)C)C(C)C.Cl[CH2:30][O:31][CH3:32]. (4) The reactants are: [C:1]([O:4][CH2:5][C:6]([CH3:36])([CH3:35])[CH2:7][N:8]1[C:14]2[CH:15]=[CH:16][C:17]([Cl:19])=[CH:18][C:13]=2[C@H:12]([C:20]2[CH:25]=[CH:24][CH:23]=[C:22]([O:26][CH3:27])[C:21]=2[O:28][CH3:29])[O:11][C@@H:10]([CH2:30][C:31]([OH:33])=O)[C:9]1=[O:34])(=[O:3])[CH3:2].CN(C)C=O.S(Cl)(Cl)=O.[NH2:46][C:47]1[CH:48]=[C:49]([CH2:54][CH2:55][C:56]([O:58][CH2:59][CH3:60])=[O:57])[CH:50]=[CH:51][C:52]=1[F:53]. Given the product [C:1]([O:4][CH2:5][C:6]([CH3:36])([CH3:35])[CH2:7][N:8]1[C:14]2[CH:15]=[CH:16][C:17]([Cl:19])=[CH:18][C:13]=2[C@H:12]([C:20]2[CH:25]=[CH:24][CH:23]=[C:22]([O:26][CH3:27])[C:21]=2[O:28][CH3:29])[O:11][C@@H:10]([CH2:30][C:31]([NH:46][C:47]2[CH:48]=[C:49]([CH2:54][CH2:55][C:56]([O:58][CH2:59][CH3:60])=[O:57])[CH:50]=[CH:51][C:52]=2[F:53])=[O:33])[C:9]1=[O:34])(=[O:3])[CH3:2], predict the reactants needed to synthesize it. (5) Given the product [N:14]1[CH:19]=[CH:18][CH:17]=[C:16]([N:20]2[CH2:21][CH2:22][N:23]([CH2:2][C:3]3[CH:8]=[CH:7][C:6]([CH2:9][NH:10][C:11](=[O:13])[CH3:12])=[CH:5][CH:4]=3)[CH2:24][CH2:25]2)[CH:15]=1, predict the reactants needed to synthesize it. The reactants are: Cl[CH2:2][C:3]1[CH:8]=[CH:7][C:6]([CH2:9][NH:10][C:11](=[O:13])[CH3:12])=[CH:5][CH:4]=1.[N:14]1[CH:19]=[CH:18][CH:17]=[C:16]([N:20]2[CH2:25][CH2:24][NH:23][CH2:22][CH2:21]2)[CH:15]=1.C(=O)([O-])[O-].[K+].[K+].O. (6) Given the product [CH2:17]([O:16][CH:5]([CH2:6][C:7]1[CH:8]=[C:9]2[C:13](=[CH:14][CH:15]=1)[N:12]([CH2:21][C:22]1[N:23]=[C:24]([C:27]3[CH:28]=[CH:29][CH:30]=[CH:31][CH:32]=3)[O:25][CH:26]=1)[CH:11]=[CH:10]2)[C:4]([OH:3])=[O:19])[CH3:18], predict the reactants needed to synthesize it. The reactants are: C([O:3][C:4](=[O:19])[CH:5]([O:16][CH2:17][CH3:18])[CH2:6][C:7]1[CH:8]=[C:9]2[C:13](=[CH:14][CH:15]=1)[NH:12][CH:11]=[CH:10]2)C.Cl[CH2:21][C:22]1[N:23]=[C:24]([C:27]2[CH:32]=[CH:31][CH:30]=[CH:29][CH:28]=2)[O:25][CH:26]=1. (7) The reactants are: [Cl:1][C:2]1[CH:3]=[CH:4][C:5]([OH:41])=[C:6]([C:8]2[C:12]([C:13]#[C:14][C:15]3[CH:20]=[CH:19][C:18]([NH:21][C:22]([CH:24]4[CH2:29][O:28][CH2:27][CH2:26][N:25]4[C:30](=[O:39])[CH:31]([NH2:38])[C:32]4[CH:37]=[CH:36][CH:35]=[CH:34][CH:33]=4)=[O:23])=[CH:17][CH:16]=3)=[CH:11][N:10]([CH3:40])[N:9]=2)[CH:7]=1.[N:42]1([C:48](Cl)=[O:49])[CH2:47][CH2:46][O:45][CH2:44][CH2:43]1.C(N(CC)CC)C. Given the product [Cl:1][C:2]1[CH:3]=[CH:4][C:5]([OH:41])=[C:6]([C:8]2[C:12]([C:13]#[C:14][C:15]3[CH:20]=[CH:19][C:18]([NH:21][C:22]([CH:24]4[CH2:29][O:28][CH2:27][CH2:26][N:25]4[C:30](=[O:39])[CH:31]([NH:38][C:48]([N:42]4[CH2:47][CH2:46][O:45][CH2:44][CH2:43]4)=[O:49])[C:32]4[CH:33]=[CH:34][CH:35]=[CH:36][CH:37]=4)=[O:23])=[CH:17][CH:16]=3)=[CH:11][N:10]([CH3:40])[N:9]=2)[CH:7]=1, predict the reactants needed to synthesize it.